This data is from Full USPTO retrosynthesis dataset with 1.9M reactions from patents (1976-2016). The task is: Predict the reactants needed to synthesize the given product. (1) Given the product [OH:26][C@@H:27]1[CH2:28][CH2:2][CH2:1][N:3]([C:16]([O:18][C:19]([CH3:20])([CH3:21])[CH3:22])=[O:17])[CH2:4]1, predict the reactants needed to synthesize it. The reactants are: [CH2:1]([N:3](CC)[CH2:4]C)[CH3:2].[C:16](O[C:16]([O:18][C:19]([CH3:22])([CH3:21])[CH3:20])=[O:17])([O:18][C:19]([CH3:22])([CH3:21])[CH3:20])=[O:17].C([O:26][CH2:27][CH3:28])(=O)C.O. (2) Given the product [Cl:10][C:9]1[N:11]=[C:12]([O:7][CH3:6])[N:14]=[C:15]([O:4][CH3:1])[N:8]=1, predict the reactants needed to synthesize it. The reactants are: [C:1](=[O:4])([O-])O.[Na+].[CH3:6][OH:7].[N:8]1[C:15](Cl)=[N:14][C:12](Cl)=[N:11][C:9]=1[Cl:10].